This data is from Forward reaction prediction with 1.9M reactions from USPTO patents (1976-2016). The task is: Predict the product of the given reaction. (1) Given the reactants Br[C:2]1[CH:7]=[CH:6][C:5]([CH2:8][CH2:9][CH2:10][CH2:11][C:12]([OH:14])=[O:13])=[CH:4][CH:3]=1.[F:15][C:16]([F:27])([F:26])[C:17]1[CH:22]=[CH:21][C:20](B(O)O)=[CH:19][CH:18]=1.C(=O)([O-])[O-].[Na+].[Na+].O, predict the reaction product. The product is: [F:15][C:16]([F:27])([F:26])[C:17]1[CH:22]=[CH:21][C:20]([C:2]2[CH:7]=[CH:6][C:5]([CH2:8][CH2:9][CH2:10][CH2:11][C:12]([OH:14])=[O:13])=[CH:4][CH:3]=2)=[CH:19][CH:18]=1. (2) Given the reactants [F:1][C:2]1[CH:9]=[C:8]([O:10][C:11]2[CH:16]=[C:15]([F:17])[CH:14]=[CH:13][C:12]=2[O:18][CH3:19])[C:7]([F:20])=[CH:6][C:3]=1[C:4]#[N:5].C(=O)([O-])[O-:22].[K+].[K+].OO, predict the reaction product. The product is: [F:1][C:2]1[CH:9]=[C:8]([O:10][C:11]2[CH:16]=[C:15]([F:17])[CH:14]=[CH:13][C:12]=2[O:18][CH3:19])[C:7]([F:20])=[CH:6][C:3]=1[C:4]([NH2:5])=[O:22]. (3) Given the reactants [CH2:1]([O:8][C:9]1[CH:10]=[C:11]([CH:24]=[CH:25][C:26]=1[O:27][CH2:28][C:29]1[CH:34]=[CH:33][CH:32]=[CH:31][CH:30]=1)[C:12]1[O:13][C:14]2[C:19]([C:20](=[O:22])[CH:21]=1)=[CH:18][CH:17]=[C:16]([OH:23])[CH:15]=2)[C:2]1[CH:7]=[CH:6][CH:5]=[CH:4][CH:3]=1.[Cl-].C(OC1C=C(C=CC=1OCC1C=CC=CC=1)C1OC2C(C(=O)C=1)=CC=C([CH2:58][CH2:59][CH2:60][N+:61](C)([CH3:63])[CH3:62])C=2)C1C=CC=CC=1.CNC, predict the reaction product. The product is: [CH2:1]([O:8][C:9]1[CH:10]=[C:11]([CH:24]=[CH:25][C:26]=1[O:27][CH2:28][C:29]1[CH:34]=[CH:33][CH:32]=[CH:31][CH:30]=1)[C:12]1[O:13][C:14]2[C:19]([C:20](=[O:22])[CH:21]=1)=[CH:18][CH:17]=[C:16]([O:23][CH2:58][CH2:59][CH2:60][N:61]([CH3:63])[CH3:62])[CH:15]=2)[C:2]1[CH:3]=[CH:4][CH:5]=[CH:6][CH:7]=1. (4) Given the reactants [C:1]1([CH:7]([C:31]2[CH:36]=[CH:35][CH:34]=[CH:33][CH:32]=2)[C:8]2[CH:13]=[CH:12][C:11]([C:14]([NH:16][C@@H:17]([CH2:25][CH2:26][C:27]([O:29]C)=[O:28])[C:18]([O:20][C:21]([CH3:24])([CH3:23])[CH3:22])=[O:19])=[O:15])=[CH:10][CH:9]=2)[CH:6]=[CH:5][CH:4]=[CH:3][CH:2]=1, predict the reaction product. The product is: [C:21]([O:20][C:18](=[O:19])[C@@H:17]([NH:16][C:14]([C:11]1[CH:10]=[CH:9][C:8]([CH:7]([C:31]2[CH:36]=[CH:35][CH:34]=[CH:33][CH:32]=2)[C:1]2[CH:6]=[CH:5][CH:4]=[CH:3][CH:2]=2)=[CH:13][CH:12]=1)=[O:15])[CH2:25][CH2:26][C:27]([OH:29])=[O:28])([CH3:24])([CH3:22])[CH3:23]. (5) Given the reactants [NH2:1][C:2]1[CH:27]=[CH:26][C:5]([O:6][C:7]2[CH:12]=[CH:11][N:10]=[C:9]([NH:13][C:14]([N:16]3[CH2:21][CH2:20][CH:19]([CH2:22][N:23]([CH3:25])[CH3:24])[CH2:18][CH2:17]3)=[O:15])[CH:8]=2)=[C:4]([F:28])[CH:3]=1.[F:29][C:30]1[CH:35]=[CH:34][C:33]([NH:36][C:37]([C:39]2([C:42](O)=[O:43])[CH2:41][CH2:40]2)=[O:38])=[CH:32][CH:31]=1.C(N(CC)CC)C.F[P-](F)(F)(F)(F)F.N1(O[P+](N(C)C)(N(C)C)N(C)C)C2C=CC=CC=2N=N1, predict the reaction product. The product is: [CH3:24][N:23]([CH2:22][CH:19]1[CH2:18][CH2:17][N:16]([C:14]([NH:13][C:9]2[CH:8]=[C:7]([O:6][C:5]3[CH:26]=[CH:27][C:2]([NH:1][C:42]([C:39]4([C:37]([NH:36][C:33]5[CH:34]=[CH:35][C:30]([F:29])=[CH:31][CH:32]=5)=[O:38])[CH2:41][CH2:40]4)=[O:43])=[CH:3][C:4]=3[F:28])[CH:12]=[CH:11][N:10]=2)=[O:15])[CH2:21][CH2:20]1)[CH3:25]. (6) Given the reactants C(OC([NH:8][C@@H:9]([CH2:42][C:43]1[CH:48]=[CH:47][CH:46]=[CH:45][CH:44]=1)[CH2:10][C@@H:11]1[O:15]C(C)(C)[N:13]([C:18]([O:20][CH2:21][C:22]2[CH:27]=[CH:26][CH:25]=[CH:24][CH:23]=2)=[O:19])[C@H:12]1[CH2:28][C:29]1[CH:34]=[CH:33][C:32]([C:35]2[CH:36]=[N:37][C:38]([CH3:41])=[CH:39][CH:40]=2)=[CH:31][CH:30]=1)=O)(C)(C)C.CO.Cl, predict the reaction product. The product is: [NH2:8][C@@H:9]([CH2:42][C:43]1[CH:44]=[CH:45][CH:46]=[CH:47][CH:48]=1)[CH2:10][C@H:11]([OH:15])[C@@H:12]([NH:13][C:18](=[O:19])[O:20][CH2:21][C:22]1[CH:23]=[CH:24][CH:25]=[CH:26][CH:27]=1)[CH2:28][C:29]1[CH:30]=[CH:31][C:32]([C:35]2[CH:36]=[N:37][C:38]([CH3:41])=[CH:39][CH:40]=2)=[CH:33][CH:34]=1.